From a dataset of Reaction yield outcomes from USPTO patents with 853,638 reactions. Predict the reaction yield, written as a fraction of the theoretical maximum amount of product (1.0 means a 100% yield; for example, 0.34 means a 34% yield). (1) The reactants are [C:1]1([C:7]2[CH:13]=[CH:12][CH:11]=[CH:10][C:8]=2[NH2:9])[CH:6]=[CH:5][CH:4]=[CH:3][CH:2]=1.[NH4+].[Br-:15].OO.C([O-])([O-])=O.[Na+].[Na+]. The catalyst is C(O)(=O)C. The product is [Br:15][C:12]1[CH:11]=[CH:10][C:8]([NH2:9])=[C:7]([C:1]2[CH:2]=[CH:3][CH:4]=[CH:5][CH:6]=2)[CH:13]=1. The yield is 0.700. (2) The reactants are [O-][Mn](=O)(=O)=O.[K+].[F:7][CH:8]([F:49])[C:9]1[N:13]([C:14]2[N:19]=[C:18]([N:20]3[CH2:25][CH2:24][O:23][CH2:22][CH2:21]3)[N:17]=[C:16]([N:26]3[CH2:31][CH2:30][N:29]([S:32]([CH2:35][CH2:36][N:37]4[CH2:42][CH2:41]S[CH2:39][CH2:38]4)(=O)=[O:33])[CH2:28][CH2:27]3)[N:15]=2)[C:12]2[CH:43]=[CH:44][CH:45]=[C:46]([O:47][CH3:48])[C:11]=2[N:10]=1.[O-:50][S:51]([O-:53])=O.[Na+].[Na+].[OH2:56]. The catalyst is CC(C)=O.C(O)(=O)C.C(Cl)Cl. The product is [F:49][CH:8]([F:7])[C:9]1[N:13]([C:14]2[N:15]=[C:16]([N:26]3[CH2:31][CH2:30][N:29]([S:32]([CH2:35][CH2:36][N:37]4[CH2:38][CH2:39][S:51](=[O:53])(=[O:50])[CH2:41][CH2:42]4)(=[O:33])=[O:56])[CH2:28][CH2:27]3)[N:17]=[C:18]([N:20]3[CH2:21][CH2:22][O:23][CH2:24][CH2:25]3)[N:19]=2)[C:12]2[CH:43]=[CH:44][CH:45]=[C:46]([O:47][CH3:48])[C:11]=2[N:10]=1. The yield is 0.650. (3) The reactants are [Br:1][C:2]1[CH:24]=[N:23][C:5]2[N:6]([CH3:22])[C:7](=[O:21])[N:8]([CH2:11][CH2:12][CH2:13][O:14][CH:15]3[CH2:20][CH2:19][CH2:18][CH2:17][O:16]3)[C:9](=[O:10])[C:4]=2[C:3]=1[CH:25]([C:27]1C=[CH:31][C:30]([Cl:33])=[CH:29][CH:28]=1)[OH:26].[Li+].CC([N-:38]C(C)C)C.ClC1C=CC(C=O)=NC=1. The catalyst is C1COCC1.CC(=O)OCC.O. The product is [Br:1][C:2]1[CH:24]=[N:23][C:5]2[N:6]([CH3:22])[C:7](=[O:21])[N:8]([CH2:11][CH2:12][CH2:13][O:14][CH:15]3[CH2:20][CH2:19][CH2:18][CH2:17][O:16]3)[C:9](=[O:10])[C:4]=2[C:3]=1[CH:25]([C:27]1[CH:28]=[CH:29][C:30]([Cl:33])=[CH:31][N:38]=1)[OH:26]. The yield is 0.139. (4) The reactants are C1(P(C2C=CC=CC=2)C2C=CC=CC=2)C=CC=CC=1.BrN1C(=O)CCC1=O.[Cl:28][C:29]1[CH:34]=[CH:33][C:32]([CH:35]([CH2:39][CH:40]2[CH2:44][CH2:43][CH2:42][CH2:41]2)[C:36]([OH:38])=O)=[CH:31][C:30]=1[N+:45]([O-:47])=[O:46].[NH2:48][C:49]1[S:50][CH:51]=[CH:52][N:53]=1. The catalyst is C(Cl)Cl. The product is [Cl:28][C:29]1[CH:34]=[CH:33][C:32]([CH:35]([CH2:39][CH:40]2[CH2:44][CH2:43][CH2:42][CH2:41]2)[C:36]([NH:48][C:49]2[S:50][CH:51]=[CH:52][N:53]=2)=[O:38])=[CH:31][C:30]=1[N+:45]([O-:47])=[O:46]. The yield is 0.730. (5) The reactants are [C:1]([OH:18])(=O)[CH2:2][CH2:3][CH2:4][CH2:5][CH2:6][CH2:7][CH2:8][CH2:9][CH2:10][CH2:11][CH2:12][CH2:13][CH2:14][CH2:15][CH3:16].[CH3:19][C:20]1[N:21]=[C:22]([NH2:31])[S:23][C:24]=1[CH2:25][CH2:26][O:27][N+:28]([O-:30])=[O:29]. No catalyst specified. The product is [CH3:19][C:20]1[N:21]=[C:22]([NH:31][C:1](=[O:18])[CH2:2][CH2:3][CH2:4][CH2:5][CH2:6][CH2:7][CH2:8][CH2:9][CH2:10][CH2:11][CH2:12][CH2:13][CH2:14][CH2:15][CH3:16])[S:23][C:24]=1[CH2:25][CH2:26][O:27][N+:28]([O-:30])=[O:29]. The yield is 0.620. (6) The reactants are [CH2:1]([O:8][C:9](=[O:22])[NH:10][CH2:11][CH2:12][CH2:13][CH2:14][C:15]1[CH:20]=[CH:19][C:18]([OH:21])=[CH:17][CH:16]=1)[C:2]1[CH:7]=[CH:6][CH:5]=[CH:4][CH:3]=1.Cl.[CH3:24][N:25]([CH3:29])[CH2:26][CH2:27]Cl.C(=O)([O-])[O-].[K+].[K+].C1OCCOCCOCCOCCOCCOC1. No catalyst specified. The product is [CH2:1]([O:8][C:9](=[O:22])[NH:10][CH2:11][CH2:12][CH2:13][CH2:14][C:15]1[CH:20]=[CH:19][C:18]([O:21][CH2:27][CH2:26][N:25]([CH3:29])[CH3:24])=[CH:17][CH:16]=1)[C:2]1[CH:7]=[CH:6][CH:5]=[CH:4][CH:3]=1. The yield is 0.610.